This data is from Peptide-MHC class II binding affinity with 134,281 pairs from IEDB. The task is: Regression. Given a peptide amino acid sequence and an MHC pseudo amino acid sequence, predict their binding affinity value. This is MHC class II binding data. (1) The peptide sequence is LIDVSGITLKQATTA. The MHC is DRB1_1501 with pseudo-sequence DRB1_1501. The binding affinity (normalized) is 0.0894. (2) The peptide sequence is VPYFVRVQGLLRICALARKAV. The MHC is DRB1_1101 with pseudo-sequence DRB1_1101. The binding affinity (normalized) is 0. (3) The peptide sequence is VHVSFVMAYPEMLAA. The MHC is DRB1_0404 with pseudo-sequence DRB1_0404. The binding affinity (normalized) is 0.738. (4) The peptide sequence is KSYVKSKLKLLKGSE. The MHC is DRB1_0901 with pseudo-sequence DRB1_0901. The binding affinity (normalized) is 0.774. (5) The peptide sequence is SCFEIKCTKPEACSG. The MHC is HLA-DPA10301-DPB10402 with pseudo-sequence HLA-DPA10301-DPB10402. The binding affinity (normalized) is 0.239.